Task: Predict the reaction yield, written as a fraction of the theoretical maximum amount of product (1.0 means a 100% yield; for example, 0.34 means a 34% yield).. Dataset: Reaction yield outcomes from USPTO patents with 853,638 reactions (1) The reactants are CO[C:3](=[NH:10])[C:4]1[CH:9]=[CH:8][CH:7]=[N:6][CH:5]=1.C(O)(=O)C(O)=O.[CH2:17]([NH:19][NH2:20])[CH3:18]. The catalyst is N1C=CC=CC=1. The product is [CH2:17]([NH:19][NH:20][C:3](=[NH:10])[C:4]1[CH:9]=[CH:8][CH:7]=[N:6][CH:5]=1)[CH3:18]. The yield is 0.870. (2) The reactants are [F:1][C:2]([F:13])([F:12])[C:3]1[CH:8]=[CH:7][C:6]([C:9](=O)[CH3:10])=[CH:5][CH:4]=1.[NH2:14][C:15]([NH2:17])=[S:16]. No catalyst specified. The product is [NH2:17][C:15]1[S:16][CH:10]=[C:9]([C:6]2[CH:7]=[CH:8][C:3]([C:2]([F:13])([F:12])[F:1])=[CH:4][CH:5]=2)[N:14]=1. The yield is 0.775. (3) The reactants are C(C1[CH:4]=[C:5]([N+:12]([O-:14])=[O:13])[CH:6]=[C:7]2[C:11]=1[NH:10][CH:9]=[CH:8]2)#N.[CH3:15][Mg+].[Br-].[OH-].[Na+].CCO[C:23]([CH3:25])=[O:24]. The catalyst is C1COCC1.CCCCCC. The product is [C:23]([C:25]1[CH:4]=[C:5]([N+:12]([O-:14])=[O:13])[CH:6]=[C:7]2[C:11]=1[NH:10][CH:9]=[CH:8]2)(=[O:24])[CH3:15]. The yield is 0.260. (4) The reactants are CS(C1C=CC([N:11]2C(=O)C=CC(C([O-])=O)=N2)=CC=1)(=O)=O.[C:21]([O:25][C:26]([N:28]1[CH2:33][CH2:32][CH:31]([O:34][C:35]2[C:36]([C:51]([O:53]C)=O)=[N:37][N:38]([C:42]3[CH:47]=[CH:46][C:45]([C:48]#[N:49])=[C:44]([F:50])[CH:43]=3)[C:39](=[O:41])[CH:40]=2)[CH2:30][CH2:29]1)=[O:27])([CH3:24])([CH3:23])[CH3:22].C(C)(C)C. No catalyst specified. The product is [C:51]([C:36]1[C:35]([O:34][CH:31]2[CH2:32][CH2:33][N:28]([C:26]([O:25][C:21]([CH3:23])([CH3:22])[CH3:24])=[O:27])[CH2:29][CH2:30]2)=[CH:40][C:39](=[O:41])[N:38]([C:42]2[CH:47]=[CH:46][C:45]([C:48]#[N:49])=[C:44]([F:50])[CH:43]=2)[N:37]=1)(=[O:53])[NH2:11]. The yield is 0.910. (5) The product is [CH:38]1([N:36]([CH3:37])[CH2:35]/[CH:34]=[CH:33]/[C:32]([N:29]2[CH2:30][CH2:31][C@@H:27]([N:8]3[C:4]4[N:5]=[CH:6][N:7]=[C:2]([NH2:1])[C:3]=4[C:10]([C:11]4[CH:12]=[CH:13][C:14]([O:17][C:18]5[CH:23]=[CH:22][CH:21]=[CH:20][CH:19]=5)=[CH:15][CH:16]=4)=[C:9]3[NH2:24])[CH2:28]2)=[O:41])[CH2:40][CH2:39]1. The reactants are [NH2:1][C:2]1[C:3]2[C:10]([C:11]3[CH:16]=[CH:15][C:14]([O:17][C:18]4[CH:23]=[CH:22][CH:21]=[CH:20][CH:19]=4)=[CH:13][CH:12]=3)=[C:9]([N+:24]([O-])=O)[N:8]([C@@H:27]3[CH2:31][CH2:30][N:29]([C:32](=[O:41])/[CH:33]=[CH:34]/[CH2:35][N:36]([CH:38]4[CH2:40][CH2:39]4)[CH3:37])[CH2:28]3)[C:4]=2[N:5]=[CH:6][N:7]=1.[NH4+].[Cl-].C(#N)C. The yield is 0.0600. The catalyst is C1COCC1.CO.O.O.[Fe]. (6) The reactants are [C:1]1([C:22]2[CH:27]=[CH:26][CH:25]=[CH:24][CH:23]=2)[C:2]([C:7]([C:9]2[NH:10][C:11]3[C:16]([C:17]=2[CH2:18][C:19]([OH:21])=[O:20])=[CH:15][CH:14]=[CH:13][CH:12]=3)=[O:8])=[CH:3][CH:4]=[CH:5][CH:6]=1.[Br:28]Br.O. The catalyst is CC(O)=O. The product is [C:1]1([C:22]2[CH:27]=[CH:26][CH:25]=[CH:24][CH:23]=2)[C:2]([C:7]([C:9]2[NH:10][C:11]3[C:16]([C:17]=2[CH2:18][C:19]([OH:21])=[O:20])=[CH:15][C:14]([Br:28])=[CH:13][CH:12]=3)=[O:8])=[CH:3][CH:4]=[CH:5][CH:6]=1. The yield is 0.736. (7) The product is [Cl:1][C:2]1[N:7]=[C:6]([NH:31][C@@H:30]([C:24]2[CH:29]=[CH:28][CH:27]=[CH:26][CH:25]=2)[CH2:32][OH:33])[CH:5]=[C:4]([C:9]2[CH:14]=[CH:13][CH:12]=[CH:11][CH:10]=2)[N:3]=1. The catalyst is CO. The reactants are [Cl:1][C:2]1[N:7]=[C:6](Cl)[CH:5]=[C:4]([C:9]2[CH:14]=[CH:13][CH:12]=[CH:11][CH:10]=2)[N:3]=1.CCN(C(C)C)C(C)C.[C:24]1([C@@H:30]([CH2:32][OH:33])[NH2:31])[CH:29]=[CH:28][CH:27]=[CH:26][CH:25]=1. The yield is 0.390. (8) The reactants are [CH3:1][O:2][C:3]1[CH:4]=[C:5]2[C:10](=[CH:11][CH:12]=1)[CH:9]=[C:8]([C:13](=O)[CH2:14][CH2:15][C:16]([C:18]1[CH:23]=[CH:22][CH:21]=[CH:20][CH:19]=1)=O)[CH:7]=[CH:6]2.[CH2:25]([NH2:32])[C:26]1[CH:31]=[CH:30][CH:29]=[CH:28][CH:27]=1. The catalyst is C(Cl)Cl. The product is [CH2:25]([N:32]1[C:16]([C:18]2[CH:23]=[CH:22][CH:21]=[CH:20][CH:19]=2)=[CH:15][CH:14]=[C:13]1[C:8]1[CH:7]=[CH:6][C:5]2[C:10](=[CH:11][CH:12]=[C:3]([O:2][CH3:1])[CH:4]=2)[CH:9]=1)[C:26]1[CH:31]=[CH:30][CH:29]=[CH:28][CH:27]=1. The yield is 0.870.